This data is from Full USPTO retrosynthesis dataset with 1.9M reactions from patents (1976-2016). The task is: Predict the reactants needed to synthesize the given product. (1) Given the product [C:27]([OH:34])(=[O:33])/[CH:28]=[CH:29]/[C:30]([OH:32])=[O:31].[F:1][C:2]1[C:3]([CH2:24][NH:25][CH3:26])=[CH:4][N:5]([S:14]([C:17]2[C:18]([CH3:23])=[N:19][CH:20]=[CH:21][CH:22]=2)(=[O:16])=[O:15])[C:6]=1[C:7]1[C:8]([F:13])=[N:9][CH:10]=[CH:11][CH:12]=1, predict the reactants needed to synthesize it. The reactants are: [F:1][C:2]1[C:3]([CH2:24][NH:25][CH3:26])=[CH:4][N:5]([S:14]([C:17]2[C:18]([CH3:23])=[N:19][CH:20]=[CH:21][CH:22]=2)(=[O:16])=[O:15])[C:6]=1[C:7]1[C:8]([F:13])=[N:9][CH:10]=[CH:11][CH:12]=1.[C:27]([OH:34])(=[O:33])/[CH:28]=[CH:29]/[C:30]([OH:32])=[O:31]. (2) Given the product [CH3:35][O:36][C:16]([CH:13]1[CH2:14][CH2:15][N:11]([C:9]([O:8][CH2:1][C:2]2[CH:3]=[CH:4][CH:5]=[CH:6][CH:7]=2)=[O:10])[NH:12]1)=[O:17], predict the reactants needed to synthesize it. The reactants are: [CH2:1]([O:8][C:9]([N:11]1[CH2:15][CH2:14][CH:13]([C:16](N2C3CC4C(C)(C)C3(CC4)CS2(=O)=O)=[O:17])[NH:12]1)=[O:10])[C:2]1[CH:7]=[CH:6][CH:5]=[CH:4][CH:3]=1.C(Cl)Cl.[CH3:35][OH:36].C[O-].[Mg+2].C[O-]. (3) Given the product [F:1][C:2]1[C:3]([O:12][CH3:13])=[CH:4][C:5]([NH:34][C:31]2[CH:32]=[CH:33][C:28]([N:26]3[CH2:27][CH:24]([O:23][CH2:22][CH2:21][O:20][CH:15]4[CH2:16][CH2:17][CH2:18][CH2:19][O:14]4)[CH2:25]3)=[CH:29][CH:30]=2)=[C:6]([N+:8]([O-:10])=[O:9])[CH:7]=1, predict the reactants needed to synthesize it. The reactants are: [F:1][C:2]1[CH:7]=[C:6]([N+:8]([O-:10])=[O:9])[C:5](F)=[CH:4][C:3]=1[O:12][CH3:13].[O:14]1[CH2:19][CH2:18][CH2:17][CH2:16][CH:15]1[O:20][CH2:21][CH2:22][O:23][CH:24]1[CH2:27][N:26]([C:28]2[CH:33]=[CH:32][C:31]([NH2:34])=[CH:30][CH:29]=2)[CH2:25]1.C(N(C(C)C)CC)(C)C.O.